From a dataset of Reaction yield outcomes from USPTO patents with 853,638 reactions. Predict the reaction yield, written as a fraction of the theoretical maximum amount of product (1.0 means a 100% yield; for example, 0.34 means a 34% yield). (1) The product is [CH2:1]([C:5]1[N:6]=[C:7]([CH3:27])[N:8]([CH2:31][C:32]2[C:37]([Cl:38])=[CH:36][CH:35]=[CH:34][C:33]=2[Cl:39])[C:9](=[O:26])[C:10]=1[CH2:11][C:12]1[CH:17]=[CH:16][C:15]([C:18]2[CH:23]=[CH:22][CH:21]=[CH:20][C:19]=2[C:24]2[NH:42][C:43](=[O:46])[O:44][N:25]=2)=[CH:14][CH:13]=1)[CH2:2][CH2:3][CH3:4]. The reactants are [CH2:1]([C:5]1[N:6]=[C:7]([CH3:27])[NH:8][C:9](=[O:26])[C:10]=1[CH2:11][C:12]1[CH:17]=[CH:16][C:15]([C:18]2[C:19]([C:24]#[N:25])=[CH:20][CH:21]=[CH:22][CH:23]=2)=[CH:14][CH:13]=1)[CH2:2][CH2:3][CH3:4].[H-].[Na+].Br[CH2:31][C:32]1[C:37]([Cl:38])=[CH:36][CH:35]=[CH:34][C:33]=1[Cl:39].[Cl-].O[NH3+:42].[C:43](=[O:46])([O-])[OH:44].[Na+]. The catalyst is C(OCC)(=O)C.CS(C)=O.CN(C)C=O. The yield is 0.0300. (2) The reactants are Br[C:2]1[CH:7]=[CH:6][CH:5]=[C:4]([CH2:8][F:9])[N:3]=1.[CH2:10]([N:14]1[N:18]=[C:17]2[CH:19]=[CH:20][C:21]([F:24])=[C:22]([F:23])[C:16]2=[N:15]1)[CH2:11][C:12]#[CH:13]. No catalyst specified. The product is [F:23][C:22]1[C:16]2[C:17](=[N:18][N:14]([CH2:10][CH2:11][C:12]#[C:13][C:2]3[CH:7]=[CH:6][CH:5]=[C:4]([CH2:8][F:9])[N:3]=3)[N:15]=2)[CH:19]=[CH:20][C:21]=1[F:24]. The yield is 0.590.